This data is from Full USPTO retrosynthesis dataset with 1.9M reactions from patents (1976-2016). The task is: Predict the reactants needed to synthesize the given product. (1) Given the product [CH3:43][O:42][C:39]1[CH:40]=[CH:41][C:36]([CH2:35][N:34]([CH2:33][C:32]2[CH:31]=[CH:30][C:29]([O:28][CH3:27])=[CH:45][CH:44]=2)[S:2]([C:7]2[CH:21]=[CH:20][CH:10]=[CH:9][CH:8]=2)(=[O:5])=[O:3])=[CH:37][CH:38]=1, predict the reactants needed to synthesize it. The reactants are: Cl[S:2]([OH:5])(=O)=[O:3].C[C:7]1[CH:21]=[CH:20][C:10](NC(=O)[C:7]2[CH:21]=[CH:20][CH:10]=[CH:9][CH:8]=2)=[CH:9][CH:8]=1.C(=O)(O)[O-].[Na+].[CH3:27][O:28][C:29]1[CH:45]=[CH:44][C:32]([CH2:33][NH:34][CH2:35][C:36]2[CH:41]=[CH:40][C:39]([O:42][CH3:43])=[CH:38][CH:37]=2)=[CH:31][CH:30]=1. (2) Given the product [CH3:24][O:23][C:19]([C:20]1[S:21][C:2]2[C:9]([O:10][CH2:11][CH3:12])=[C:8]([O:13][CH2:14][CH3:15])[C:7]([N+:16]([O-:18])=[O:17])=[CH:6][C:3]=2[CH:4]=1)=[O:22], predict the reactants needed to synthesize it. The reactants are: Br[C:2]1[C:9]([O:10][CH2:11][CH3:12])=[C:8]([O:13][CH2:14][CH3:15])[C:7]([N+:16]([O-:18])=[O:17])=[CH:6][C:3]=1[CH:4]=O.[C:19]([O:23][CH3:24])(=[O:22])[CH2:20][SH:21].C(N(CC)CC)C.Cl. (3) Given the product [Cl:57][C:54]1[CH:55]=[CH:56][C:34]2[O:33][C:32]3[C:29](=[O:31])[NH:30][C:38]([C@@H:40]4[CH2:44][C@H:43]([F:45])[CH2:42][N:41]4[C:46]([O:48][C:49]([CH3:51])([CH3:52])[CH3:50])=[O:47])=[N:37][C:36]=3[C:35]=2[CH:53]=1, predict the reactants needed to synthesize it. The reactants are: BrC1C=CC2OC3C(=O)NC(C4CCN(C(OC(C)(C)C)=O)CC4)=NC=3C=2C=1.[C:29]([C:32]1[O:33][C:34]2[CH:56]=[CH:55][C:54]([Cl:57])=[CH:53][C:35]=2[C:36]=1[NH:37][C:38]([C@@H:40]1[CH2:44][C@H:43]([F:45])[CH2:42][N:41]1[C:46]([O:48][C:49]([CH3:52])([CH3:51])[CH3:50])=[O:47])=O)(=[O:31])[NH2:30].BrC1C=CC2OC(C(=O)N)=C(NC(C3CCN(C(OC(C)(C)C)=O)CC3)=O)C=2C=1.